Dataset: Full USPTO retrosynthesis dataset with 1.9M reactions from patents (1976-2016). Task: Predict the reactants needed to synthesize the given product. Given the product [NH2:18][C:6]1[CH:7]=[C:8]([CH2:11][C:12]2[CH:13]=[CH:14][CH:15]=[CH:16][CH:17]=2)[CH:9]=[CH:10][C:5]=1[S:4][S:4][C:5]1[CH:10]=[CH:9][C:8]([CH2:11][C:12]2[CH:13]=[CH:14][CH:15]=[CH:16][CH:17]=2)=[CH:7][C:6]=1[NH2:18], predict the reactants needed to synthesize it. The reactants are: CN(C)C(=O)[S:4][C:5]1[CH:10]=[CH:9][C:8]([CH2:11][C:12]2[CH:17]=[CH:16][CH:15]=[CH:14][CH:13]=2)=[CH:7][C:6]=1[NH2:18].[OH-].[K+].O.